This data is from Forward reaction prediction with 1.9M reactions from USPTO patents (1976-2016). The task is: Predict the product of the given reaction. (1) Given the reactants [CH3:1][C:2]1([CH3:20])[O:4][CH:3]1[CH2:5][CH2:6][CH:7]([CH3:19])[CH2:8][CH2:9][O:10][C:11](=[O:18])[C:12]1[CH:17]=[CH:16][CH:15]=[CH:14][CH:13]=1.O.C(O)(=[O:24])C, predict the reaction product. The product is: [OH:24][CH:3]([C:2]([OH:4])([CH3:20])[CH3:1])[CH2:5][CH2:6][CH:7]([CH3:19])[CH2:8][CH2:9][O:10][C:11](=[O:18])[C:12]1[CH:17]=[CH:16][CH:15]=[CH:14][CH:13]=1. (2) Given the reactants Br[C:2]1[CH:7]=[CH:6][C:5]([F:8])=[CH:4][C:3]=1[CH2:9][C:10]([NH2:12])=[O:11].F[B-](F)(F)F.[CH3:18][Si:19]([C:22]#[CH:23])([CH3:21])[CH3:20].CCN(CC)CC, predict the reaction product. The product is: [F:8][C:5]1[CH:6]=[CH:7][C:2]([C:23]#[C:22][Si:19]([CH3:21])([CH3:20])[CH3:18])=[C:3]([CH2:9][C:10]([NH2:12])=[O:11])[CH:4]=1. (3) Given the reactants [CH3:1][Si:2]1([C:27]2[CH:32]=[CH:31][CH:30]=[CH:29][CH:28]=2)[CH2:7][CH2:6][N:5]([C:8]2[CH:9]=[CH:10][C:11]([N:14]3[C:23]4[C:18](=[CH:19][CH:20]=[CH:21][CH:22]=4)[N:17](C(O)=O)[CH2:16][CH2:15]3)=[N:12][CH:13]=2)[CH2:4][CH2:3]1.Cl, predict the reaction product. The product is: [CH3:1][Si:2]1([C:27]2[CH:32]=[CH:31][CH:30]=[CH:29][CH:28]=2)[CH2:3][CH2:4][N:5]([C:8]2[CH:9]=[CH:10][C:11]([N:14]3[C:23]4[C:18](=[CH:19][CH:20]=[CH:21][CH:22]=4)[NH:17][CH2:16][CH2:15]3)=[N:12][CH:13]=2)[CH2:6][CH2:7]1. (4) Given the reactants [C:1]1([C:10]2[CH:15]=[CH:14][CH:13]=[CH:12][CH:11]=2)[C:2]([C:7]([OH:9])=O)=[CH:3][CH:4]=[CH:5][CH:6]=1.[Br:16][C:17]1[CH:18]=[N:19][C:20]([NH:23][C@@H:24]2[CH2:29][CH2:28][CH2:27][NH:26][CH2:25]2)=[N:21][CH:22]=1, predict the reaction product. The product is: [C:1]1([C:10]2[CH:15]=[CH:14][CH:13]=[CH:12][CH:11]=2)[CH:6]=[CH:5][CH:4]=[CH:3][C:2]=1[C:7]([N:26]1[CH2:27][CH2:28][CH2:29][C@@H:24]([NH:23][C:20]2[N:19]=[CH:18][C:17]([Br:16])=[CH:22][N:21]=2)[CH2:25]1)=[O:9]. (5) Given the reactants [CH3:1][N:2]1[CH2:15][CH2:14][C:5]2[NH:6][C:7]3[CH:8]=[CH:9][C:10]([CH3:13])=[CH:11][C:12]=3[C:4]=2[CH2:3]1.Br[CH:17]=[CH:18][C:19]1[CH:24]=[CH:23][CH:22]=[CH:21][CH:20]=1.N1CCC[C@H]1C(O)=O.P([O-])([O-])([O-])=O.[K+].[K+].[K+], predict the reaction product. The product is: [CH3:1][N:2]1[CH2:15][CH2:14][C:5]2[N:6](/[CH:17]=[CH:18]/[C:19]3[CH:24]=[CH:23][CH:22]=[CH:21][CH:20]=3)[C:7]3[CH:8]=[CH:9][C:10]([CH3:13])=[CH:11][C:12]=3[C:4]=2[CH2:3]1. (6) Given the reactants C([N:5]1[C:14]2[C:9](=[CH:10][C:11]([Cl:20])=[C:12]([N:15]3[CH2:19][CH2:18][CH2:17][CH2:16]3)[N:13]=2)[C:8](=[O:21])[C:7]([C:22]([O:24]CC)=[O:23])=[CH:6]1)(C)(C)C.Cl.O1CCOCC1, predict the reaction product. The product is: [Cl:20][C:11]1[CH:10]=[C:9]2[C:14](=[N:13][C:12]=1[N:15]1[CH2:19][CH2:18][CH2:17][CH2:16]1)[NH:5][CH:6]=[C:7]([C:22]([OH:24])=[O:23])[C:8]2=[O:21]. (7) Given the reactants [NH:1]1[C:9]2[C:4](=[N:5][CH:6]=[CH:7][CH:8]=2)[N:3]=[CH:2]1.F[C:11]1[CH:16]=[CH:15][C:14]([N+:17]([O-])=O)=[CH:13][CH:12]=1.[Cl:20][C:21]1[CH:26]=[CH:25][C:24]([N:27]=[C:28]=[O:29])=[CH:23][C:22]=1[C:30]([F:33])([F:32])[F:31], predict the reaction product. The product is: [Cl:20][C:21]1[CH:26]=[CH:25][C:24]([NH:27][C:28]([NH:17][C:14]2[CH:15]=[CH:16][C:11]([N:3]3[C:4]4=[N:5][CH:6]=[CH:7][CH:8]=[C:9]4[N:1]=[CH:2]3)=[CH:12][CH:13]=2)=[O:29])=[CH:23][C:22]=1[C:30]([F:31])([F:32])[F:33]. (8) Given the reactants O([C:8]([NH:10][C:11]1[CH:20]=[CH:19][CH:18]=[C:17]2[C:12]=1[CH2:13][CH2:14][CH2:15][CH:16]2[C:21]1[N:22]=[CH:23][N:24](C(OC(C)(C)C)=O)[CH:25]=1)=[O:9])C1C=CC=CC=1.[CH2:33]([NH:35][CH:36]([CH3:38])[CH3:37])[CH3:34], predict the reaction product. The product is: [CH2:33]([N:35]([CH:36]([CH3:38])[CH3:37])[C:8]([NH:10][C:11]1[C:12]2[CH2:13][CH2:14][CH2:15][CH:16]([C:21]3[N:22]=[CH:23][NH:24][CH:25]=3)[C:17]=2[CH:18]=[CH:19][CH:20]=1)=[O:9])[CH3:34]. (9) The product is: [O:21]=[C:19]1[NH:18][C:17](=[O:22])[C:16](=[CH:15][C:12]2[CH:11]=[CH:10][C:9]([C:5]3[CH:6]=[CH:7][CH:8]=[C:3]([N:2]([CH3:1])[C:30](=[O:31])[CH2:29][C:23]4[CH:28]=[CH:27][CH:26]=[CH:25][CH:24]=4)[CH:4]=3)=[CH:14][CH:13]=2)[S:20]1. Given the reactants [CH3:1][NH:2][C:3]1[CH:4]=[C:5]([C:9]2[CH:14]=[CH:13][C:12]([CH:15]=[C:16]3[S:20][C:19](=[O:21])[NH:18][C:17]3=[O:22])=[CH:11][CH:10]=2)[CH:6]=[CH:7][CH:8]=1.[C:23]1([CH2:29][C:30](Cl)=[O:31])[CH:28]=[CH:27][CH:26]=[CH:25][CH:24]=1, predict the reaction product. (10) Given the reactants COC(=O)[CH2:4][NH:5][S:6]([C:9]1[CH:14]=[CH:13][C:12]([O:15][CH2:16][CH:17]2[CH2:19][CH2:18]2)=[CH:11][CH:10]=1)(=[O:8])=[O:7].Cl[CH2:22][C:23]1[CH:28]=[CH:27][C:26]([N:29]2[N:33]=[CH:32][CH:31]=[N:30]2)=[CH:25][CH:24]=1.C([O-])([O-])=[O:35].[K+].[K+].C[N:41]([CH:43]=[O:44])C, predict the reaction product. The product is: [CH:17]1([CH2:16][O:15][C:12]2[CH:11]=[CH:10][C:9]([S:6]([N:5]([CH2:4][C:43]([NH:41][OH:35])=[O:44])[CH2:22][C:23]3[CH:28]=[CH:27][C:26]([N:29]4[N:33]=[CH:32][CH:31]=[N:30]4)=[CH:25][CH:24]=3)(=[O:7])=[O:8])=[CH:14][CH:13]=2)[CH2:18][CH2:19]1.